From a dataset of Forward reaction prediction with 1.9M reactions from USPTO patents (1976-2016). Predict the product of the given reaction. (1) Given the reactants Cl.Cl.Cl.[NH:4]1[CH2:9][CH2:8][CH:7]([NH:10][C:11]2[C:16]([C:17]([NH2:19])=[O:18])=[CH:15][N:14]=[C:13]([NH:20][C:21]3[CH:26]=[N:25][CH:24]=[CH:23][N:22]=3)[CH:12]=2)[CH2:6][CH2:5]1.C(N(CC)CC)C.[C:34]([C:36]1[CH:41]=[CH:40][C:39]([S:42](Cl)(=[O:44])=[O:43])=[CH:38][CH:37]=1)#[N:35], predict the reaction product. The product is: [C:34]([C:36]1[CH:37]=[CH:38][C:39]([S:42]([N:4]2[CH2:9][CH2:8][CH:7]([NH:10][C:11]3[C:16]([C:17]([NH2:19])=[O:18])=[CH:15][N:14]=[C:13]([NH:20][C:21]4[CH:26]=[N:25][CH:24]=[CH:23][N:22]=4)[CH:12]=3)[CH2:6][CH2:5]2)(=[O:44])=[O:43])=[CH:40][CH:41]=1)#[N:35]. (2) The product is: [CH2:3]([O:5][C:6]([N:8]1[CH2:13][CH2:12][CH:11]([C:14]2[C:22]3[C:17](=[CH:18][CH:19]=[CH:20][CH:21]=3)[N:16]([CH2:26][CH:23]3[CH2:25][CH2:24]3)[CH:15]=2)[CH2:10][CH2:9]1)=[O:7])[CH3:4]. Given the reactants [OH-].[Na+].[CH2:3]([O:5][C:6]([N:8]1[CH2:13][CH2:12][CH:11]([C:14]2[C:22]3[C:17](=[CH:18][CH:19]=[CH:20][CH:21]=3)[NH:16][CH:15]=2)[CH2:10][CH2:9]1)=[O:7])[CH3:4].[CH:23]1([CH2:26]Br)[CH2:25][CH2:24]1, predict the reaction product. (3) Given the reactants Cl.[F:2][C:3]1[CH:4]=[C:5]([C@:14]2([NH2:24])[C:19]3=[N:20][CH:21]=[CH:22][CH:23]=[C:18]3[O:17][CH2:16][CH2:15]2)[CH:6]=[CH:7][C:8]=1[O:9][C:10]([F:13])([F:12])[F:11].[OH:25][C:26]1[N:31]=[CH:30][C:29]([C:32](O)=[O:33])=[CH:28][CH:27]=1.C1C=CC2N(O)N=NC=2C=1.CCN=C=NCCCN(C)C, predict the reaction product. The product is: [F:2][C:3]1[CH:4]=[C:5]([C@:14]2([NH:24][C:32]([C:29]3[CH:28]=[CH:27][C:26](=[O:25])[NH:31][CH:30]=3)=[O:33])[C:19]3=[N:20][CH:21]=[CH:22][CH:23]=[C:18]3[O:17][CH2:16][CH2:15]2)[CH:6]=[CH:7][C:8]=1[O:9][C:10]([F:13])([F:11])[F:12]. (4) Given the reactants S=[C:2]1[CH2:6][S:5][C:4](=[O:7])[NH:3]1.[CH2:8]([NH2:11])[CH2:9][CH3:10], predict the reaction product. The product is: [CH2:8]([NH:11][C:2]1[CH2:6][S:5][C:4](=[O:7])[N:3]=1)[CH2:9][CH3:10]. (5) Given the reactants C[O:2][C:3](=[O:27])[CH2:4][CH:5]([C:19]1[CH:24]=[CH:23][C:22]([Cl:25])=[CH:21][C:20]=1[Cl:26])[C:6]([OH:18])([C:11]1[CH:16]=[N:15][CH:14]=[C:13]([CH3:17])[N:12]=1)[C:7]([F:10])([F:9])[F:8].[OH-].[Na+], predict the reaction product. The product is: [Cl:26][C:20]1[CH:21]=[C:22]([Cl:25])[CH:23]=[CH:24][C:19]=1[CH:5]([C:6]([OH:18])([C:11]1[CH:16]=[N:15][CH:14]=[C:13]([CH3:17])[N:12]=1)[C:7]([F:9])([F:8])[F:10])[CH2:4][C:3]([OH:27])=[O:2]. (6) Given the reactants Br[C:2]1[CH:7]=[CH:6][C:5]([CH:8]([CH3:27])[C:9]([C:15]2[C:24]3[O:23][CH2:22][C:21](=[O:25])[N:20]([CH3:26])[C:19]=3[CH:18]=[CH:17][CH:16]=2)([OH:14])[C:10]([F:13])([F:12])[F:11])=[C:4]([Cl:28])[CH:3]=1.[F:29][C:30]1[CH:31]=[C:32](B(O)O)[CH:33]=[CH:34][C:35]=1[C:36]([O:38][CH3:39])=[O:37], predict the reaction product. The product is: [CH3:39][O:38][C:36]([C:35]1[CH:34]=[CH:33][C:32]([C:2]2[CH:7]=[CH:6][C:5]([CH:8]([CH3:27])[C:9]([OH:14])([C:15]3[C:24]4[O:23][CH2:22][C:21](=[O:25])[N:20]([CH3:26])[C:19]=4[CH:18]=[CH:17][CH:16]=3)[C:10]([F:11])([F:12])[F:13])=[C:4]([Cl:28])[CH:3]=2)=[CH:31][C:30]=1[F:29])=[O:37].